Predict the reactants needed to synthesize the given product. From a dataset of Full USPTO retrosynthesis dataset with 1.9M reactions from patents (1976-2016). (1) Given the product [Cl:1][C:2]1[CH:3]=[N+:4]([O-:39])[CH:5]=[C:6]([Cl:38])[C:7]=1[CH2:8][C@@H:9]([C:23]1[CH:28]=[CH:27][C:26]([O:29][CH:30]([F:32])[F:31])=[C:25]([O:33][CH2:34][CH:35]2[CH2:37][CH2:36]2)[CH:24]=1)[O:10][C:11]([O:13][CH2:51][C:49]1[CH:48]=[CH:47][C:46]([NH:53][S:61]([CH3:64])(=[O:63])=[O:62])=[C:45]([O:44][CH2:43][CH:40]2[CH2:42][CH2:41]2)[CH:50]=1)=[O:12], predict the reactants needed to synthesize it. The reactants are: [Cl:1][C:2]1[CH:3]=[N+:4]([O-:39])[CH:5]=[C:6]([Cl:38])[C:7]=1[CH2:8][C@@H:9]([C:23]1[CH:28]=[CH:27][C:26]([O:29][CH:30]([F:32])[F:31])=[C:25]([O:33][CH2:34][CH:35]2[CH2:37][CH2:36]2)[CH:24]=1)[O:10][C:11]([O:13]C1C=CC([N+]([O-])=O)=CC=1)=[O:12].[CH:40]1([CH2:43][O:44][C:45]2[CH:50]=[C:49]([CH2:51]O)[CH:48]=[CH:47][C:46]=2[N:53]([S:61]([CH3:64])(=[O:63])=[O:62])C(=O)OC(C)(C)C)[CH2:42][CH2:41]1.Cl.O1CCOCC1. (2) Given the product [C:13]([O:17][C:18](=[O:19])[NH:20][C@H:21]([CH2:25][CH2:26][S:27][CH3:28])[C:22]([NH:12][CH2:11][C:5]1[CH:6]=[CH:7][C:8]([O:9][CH3:10])=[C:3]([O:2][CH3:1])[CH:4]=1)=[O:23])([CH3:16])([CH3:15])[CH3:14], predict the reactants needed to synthesize it. The reactants are: [CH3:1][O:2][C:3]1[CH:4]=[C:5]([CH2:11][NH2:12])[CH:6]=[CH:7][C:8]=1[O:9][CH3:10].[C:13]([O:17][C:18]([NH:20][C@H:21]([CH2:25][CH2:26][S:27][CH3:28])[C:22](O)=[O:23])=[O:19])([CH3:16])([CH3:15])[CH3:14].C1CN([P+](ON2N=NC3C=CC=CC2=3)(N2CCCC2)N2CCCC2)CC1.F[P-](F)(F)(F)(F)F.CCN(C(C)C)C(C)C.